From a dataset of Full USPTO retrosynthesis dataset with 1.9M reactions from patents (1976-2016). Predict the reactants needed to synthesize the given product. Given the product [F:1][C:2]1[CH:7]=[C:6]([O:8][CH3:9])[C:5]([I:17])=[CH:4][C:3]=1[CH2:10][CH2:11][C:12]([O:14][CH2:15][CH3:16])=[O:13], predict the reactants needed to synthesize it. The reactants are: [F:1][C:2]1[CH:7]=[C:6]([O:8][CH3:9])[CH:5]=[CH:4][C:3]=1[CH2:10][CH2:11][C:12]([O:14][CH2:15][CH3:16])=[O:13].[I:17]I.